Dataset: Reaction yield outcomes from USPTO patents with 853,638 reactions. Task: Predict the reaction yield, written as a fraction of the theoretical maximum amount of product (1.0 means a 100% yield; for example, 0.34 means a 34% yield). (1) The reactants are [Cl:1][C:2]1[CH:7]=[CH:6][CH:5]=[C:4](F)[C:3]=1[C:9]1[C:13]([C:14](C(N)C2C=CC(C(O)=O)=CC=2)=[O:15])=[C:12]([CH3:27])[O:11][N:10]=1.[OH-:28].[Na+].CN([CH:33]=[O:34])C. The catalyst is CO. The product is [Cl:1][C:2]1[C:3]2[C:9]3[C:13](=[C:12]([CH3:27])[O:11][N:10]=3)[C:14](=[O:15])[N:10]([CH2:9][C:3]3[CH:4]=[CH:5][C:6]([C:33]([OH:34])=[O:28])=[CH:7][CH:2]=3)[C:4]=2[CH:5]=[CH:6][CH:7]=1. The yield is 0.900. (2) The reactants are [C:1]([O:5][C:6]([N:8]([CH2:26][C:27]([O:29][C:30]([CH3:33])([CH3:32])[CH3:31])=[O:28])[C:9]1[CH:14]=[CH:13][CH:12]=[C:11]([CH2:15][NH:16][S:17]([C:20]2[CH:21]=[N:22][CH:23]=[CH:24][CH:25]=2)(=[O:19])=[O:18])[N:10]=1)=[O:7])([CH3:4])([CH3:3])[CH3:2].[CH3:34][NH:35][C:36]1[CH:43]=[CH:42][C:39]([CH2:40]O)=[CH:38][CH:37]=1.C(P(CCCC)CCCC)CCC.CN(C)C(N=NC(N(C)C)=O)=O. The catalyst is O.O1CCCC1. The product is [C:30]([O:29][C:27](=[O:28])[CH2:26][N:8]([C:6]([O:5][C:1]([CH3:4])([CH3:3])[CH3:2])=[O:7])[C:9]1[CH:14]=[CH:13][CH:12]=[C:11]([CH:15]([CH2:40][C:39]2[CH:42]=[CH:43][C:36]([NH:35][CH3:34])=[CH:37][CH:38]=2)[NH:16][S:17]([C:20]2[CH:21]=[N:22][CH:23]=[CH:24][CH:25]=2)(=[O:19])=[O:18])[N:10]=1)([CH3:33])([CH3:32])[CH3:31]. The yield is 0.730. (3) The reactants are [Br-].O(CC[CH2:11][P+:12]([C:25]1[CH:30]=[CH:29][CH:28]=[CH:27][CH:26]=1)([C:19]1[CH:24]=[CH:23][CH:22]=[CH:21][CH:20]=1)[C:13]1[CH:18]=[CH:17][CH:16]=[CH:15][CH:14]=1)C1C=CC=CC=1.[O:31]([CH2:38][CH2:39][CH2:40]C[Br:42])[C:32]1[CH:37]=[CH:36][CH:35]=[CH:34][CH:33]=1.C1(P(C2C=CC=CC=2)C2C=CC=CC=2)C=CC=CC=1. The catalyst is C1(C)C=CC=CC=1. The product is [Br-:42].[O:31]([CH2:38][CH2:39][CH2:40][CH2:11][P+:12]([C:19]1[CH:24]=[CH:23][CH:22]=[CH:21][CH:20]=1)([C:13]1[CH:14]=[CH:15][CH:16]=[CH:17][CH:18]=1)[C:25]1[CH:30]=[CH:29][CH:28]=[CH:27][CH:26]=1)[C:32]1[CH:37]=[CH:36][CH:35]=[CH:34][CH:33]=1. The yield is 0.620. (4) The reactants are [C:1]([C:3]1[C:7]([C:8]2[CH:13]=[CH:12][C:11]([CH3:14])=[CH:10][CH:9]=2)=[CH:6][NH:5][C:4]=1[N:15]=[CH:16][NH2:17])#[N:2].C[O-].[Na+]. The catalyst is CO. The product is [C:11]1([CH3:14])[CH:10]=[CH:9][C:8]([C:7]2[C:3]3[C:1]([NH2:2])=[N:17][CH:16]=[N:15][C:4]=3[NH:5][CH:6]=2)=[CH:13][CH:12]=1. The yield is 1.00. (5) The reactants are C(OC([NH:8][C@H:9]1[CH2:14][CH2:13][CH2:12][CH2:11][C@H:10]1[NH:15][C:16]1[CH:25]=[C:24]([C:26]#[N:27])[C:19]([C:20]([O:22][CH3:23])=[O:21])=[C:18]([NH:28][C:29]2[CH:34]=[CH:33][CH:32]=[C:31]([S:35]([CH3:38])(=[O:37])=[O:36])[CH:30]=2)[N:17]=1)=O)(C)(C)C.Cl. The catalyst is CC(O)=O. The product is [NH2:8][C@H:9]1[CH2:14][CH2:13][CH2:12][CH2:11][C@H:10]1[NH:15][C:16]1[CH:25]=[C:24]([C:26]#[N:27])[C:19]([C:20]([O:22][CH3:23])=[O:21])=[C:18]([NH:28][C:29]2[CH:34]=[CH:33][CH:32]=[C:31]([S:35]([CH3:38])(=[O:37])=[O:36])[CH:30]=2)[N:17]=1. The yield is 0.850. (6) The yield is 0.980. The catalyst is ClCCl. The product is [CH:1]([O:4][C:5]([N:7]1[CH:12]([CH2:13][CH3:14])[CH2:11][CH:10]([N:15]([CH2:16][C:17]2[CH:22]=[C:21]([C:23]([F:26])([F:24])[F:25])[CH:20]=[C:19]([Cl:27])[CH:18]=2)[C:28]2[N:33]=[CH:32][C:31]([OH:34])=[CH:30][N:29]=2)[CH2:9][CH:8]1[CH2:42][C:43]1[CH:44]=[CH:45][CH:46]=[CH:47][CH:48]=1)=[O:6])([CH3:2])[CH3:3]. The reactants are [CH:1]([O:4][C:5]([N:7]1[CH:12]([CH2:13][CH3:14])[CH2:11][CH:10]([N:15]([C:28]2[N:33]=[CH:32][C:31]([O:34]CC3C=CC=CC=3)=[CH:30][N:29]=2)[CH2:16][C:17]2[CH:22]=[C:21]([C:23]([F:26])([F:25])[F:24])[CH:20]=[C:19]([Cl:27])[CH:18]=2)[CH2:9][CH:8]1[CH2:42][C:43]1[CH:48]=[CH:47][CH:46]=[CH:45][CH:44]=1)=[O:6])([CH3:3])[CH3:2].ClCCl.B(Cl)(Cl)Cl.CO.O.